Dataset: Peptide-MHC class I binding affinity with 185,985 pairs from IEDB/IMGT. Task: Regression. Given a peptide amino acid sequence and an MHC pseudo amino acid sequence, predict their binding affinity value. This is MHC class I binding data. (1) The peptide sequence is RFQPFQQFGR. The MHC is HLA-A33:01 with pseudo-sequence HLA-A33:01. The binding affinity (normalized) is 0.337. (2) The peptide sequence is THADVPVVL. The MHC is HLA-B27:05 with pseudo-sequence HLA-B27:05. The binding affinity (normalized) is 0.0847.